This data is from Ames mutagenicity test results for genotoxicity prediction. The task is: Regression/Classification. Given a drug SMILES string, predict its toxicity properties. Task type varies by dataset: regression for continuous values (e.g., LD50, hERG inhibition percentage) or binary classification for toxic/non-toxic outcomes (e.g., AMES mutagenicity, cardiotoxicity, hepatotoxicity). Dataset: ames. (1) The drug is CCOP(=O)(OCC)[C@@H](C)NC(=O)N(CCCl)N=O. The result is 1 (mutagenic). (2) The drug is Cc1c2ccc3ccccc3c2cc2ccc(O)c(O)c12. The result is 1 (mutagenic). (3) The molecule is Cc1ccc(N=NN(C)C)cc1. The result is 1 (mutagenic). (4) The compound is OCc1cc2ccc3cccnc3c2[nH]1. The result is 0 (non-mutagenic). (5) The molecule is CN(C)CCNC(=O)c1cccc2c(O)c3ccccc3nc12. The result is 1 (mutagenic). (6) The compound is CC(C)C(O)(C(=O)OCC1CCN2CCCC12)C(C)O. The result is 0 (non-mutagenic). (7) The molecule is O=NN1CCCCCCC1. The result is 1 (mutagenic). (8) The molecule is CC(C)(C)[N+](=O)[O-]. The result is 0 (non-mutagenic). (9) The compound is C=C(C)C(=O)OCC1CO1. The result is 1 (mutagenic).